Dataset: Full USPTO retrosynthesis dataset with 1.9M reactions from patents (1976-2016). Task: Predict the reactants needed to synthesize the given product. Given the product [Cl:12][C:4]1[N:3]=[CH:2][C:11]2[C:6]([CH:5]=1)=[CH:7][CH:8]=[CH:9][CH:10]=2, predict the reactants needed to synthesize it. The reactants are: Cl[C:2]1[C:11]2[C:6](=[CH:7][CH:8]=[CH:9][CH:10]=2)[CH:5]=[C:4]([Cl:12])[N:3]=1.O.NN.